This data is from Kir2.1 potassium channel HTS with 301,493 compounds. The task is: Binary Classification. Given a drug SMILES string, predict its activity (active/inactive) in a high-throughput screening assay against a specified biological target. (1) The molecule is O=C1CC(CC=2NC(=O)CC(C12)c1ccc(N(CCC#N)CCC#N)cc1)(C)C. The result is 0 (inactive). (2) The result is 0 (inactive). The compound is O=C(NC1CC2N(C(C1)CCC2)Cc1n(nnn1)CCc1ccccc1)Nc1c(OCC)cccc1. (3) The result is 0 (inactive). The drug is S=C(N(C(C)C)c1ccccc1)Nc1c(cccc1C)C.